Dataset: Peptide-MHC class I binding affinity with 185,985 pairs from IEDB/IMGT. Task: Regression. Given a peptide amino acid sequence and an MHC pseudo amino acid sequence, predict their binding affinity value. This is MHC class I binding data. The peptide sequence is LPQFATAAT. The MHC is HLA-B54:01 with pseudo-sequence HLA-B54:01. The binding affinity (normalized) is 0.569.